From a dataset of Forward reaction prediction with 1.9M reactions from USPTO patents (1976-2016). Predict the product of the given reaction. (1) The product is: [CH3:48][N:29]([CH3:28])[C:30]1[CH:31]=[CH:32][C:33]([CH2:36][CH2:37][O:38][C:39]2[CH:40]=[CH:41][C:42]([C:43]([NH:54][CH2:53][C:52]([OH:55])=[O:51])=[O:45])=[CH:46][CH:47]=2)=[CH:34][CH:35]=1. Given the reactants C(N(C(C)C)C(C)C)C.[Cl-].COC1N=C(OC)N=C([N+]2(C)CCOCC2)N=1.[CH3:28][N:29]([CH3:48])[C:30]1[CH:35]=[CH:34][C:33]([CH2:36][CH2:37][O:38][C:39]2[CH:47]=[CH:46][C:42]([C:43]([OH:45])=O)=[CH:41][CH:40]=2)=[CH:32][CH:31]=1.Cl.C[O:51][C:52](=[O:55])[CH2:53][NH2:54].C(=O)([O-])O.[Na+].[OH-].[Li+].Cl, predict the reaction product. (2) Given the reactants [CH3:1][O:2][C:3]1[CH:4]=[C:5]([S:9](Cl)(=[O:11])=[O:10])[CH:6]=[CH:7][CH:8]=1.[Cl:13][C:14]1[CH:26]=[N:25][C:17]2[NH:18][C:19]3[CH2:24][CH2:23][NH:22][CH2:21][C:20]=3[C:16]=2[CH:15]=1.O, predict the reaction product. The product is: [Cl:13][C:14]1[CH:26]=[N:25][C:17]2[NH:18][C:19]3[CH2:24][CH2:23][N:22]([S:9]([C:5]4[CH:6]=[CH:7][CH:8]=[C:3]([O:2][CH3:1])[CH:4]=4)(=[O:11])=[O:10])[CH2:21][C:20]=3[C:16]=2[CH:15]=1. (3) Given the reactants [C:1](OC(=O)C)(=[O:3])[CH3:2].[CH:8]12[CH2:14][CH:11]([NH:12][CH2:13]1)[CH2:10][N:9]2[CH:15]1[CH2:18][CH:17]([N:19]2[C:23]3[N:24]=[CH:25][N:26]=[C:27]([NH2:28])[C:22]=3[C:21]([C:29]3[CH:34]=[CH:33][CH:32]=[C:31]([O:35][CH2:36][C:37]45[O:43][CH:40]([CH2:41][CH2:42]4)[CH2:39][CH2:38]5)[CH:30]=3)=[CH:20]2)[CH2:16]1.N1C=CC=CC=1, predict the reaction product. The product is: [NH2:28][C:27]1[C:22]2[C:21]([C:29]3[CH:34]=[CH:33][CH:32]=[C:31]([O:35][CH2:36][C:37]45[O:43][CH:40]([CH2:41][CH2:42]4)[CH2:39][CH2:38]5)[CH:30]=3)=[CH:20][N:19]([C@@H:17]3[CH2:16][C@H:15]([N:9]4[CH2:10][CH:11]5[CH2:14][CH:8]4[CH2:13][N:12]5[C:1](=[O:3])[CH3:2])[CH2:18]3)[C:23]=2[N:24]=[CH:25][N:26]=1. (4) Given the reactants Cl.[CH:2]1([CH2:5][O:6][C:7]2[CH:12]=[C:11]([F:13])[CH:10]=[CH:9][C:8]=2[C:14]2[C:15]3[NH:22][C:21]([CH3:23])=[C:20]([C:24]([NH:26][C@H:27]4[CH2:32][CH2:31][NH:30][CH2:29][C@H:28]4[OH:33])=[O:25])[C:16]=3[N:17]=[CH:18][N:19]=2)[CH2:4][CH2:3]1.[CH3:34][O:35][CH2:36][C:37](Cl)=[O:38], predict the reaction product. The product is: [CH:2]1([CH2:5][O:6][C:7]2[CH:12]=[C:11]([F:13])[CH:10]=[CH:9][C:8]=2[C:14]2[C:15]3[NH:22][C:21]([CH3:23])=[C:20]([C:24]([NH:26][C@H:27]4[CH2:32][CH2:31][N:30]([C:37](=[O:38])[CH2:36][O:35][CH3:34])[CH2:29][C@@H:28]4[OH:33])=[O:25])[C:16]=3[N:17]=[CH:18][N:19]=2)[CH2:4][CH2:3]1. (5) Given the reactants [Cl-:1].[Na+:2].[Cl-].[K+:4].[P:5]([O-:9])([O-:8])([OH:7])=[O:6].[Na+].[Na+].[P:12]([O-:16])([OH:15])([OH:14])=[O:13].[K+], predict the reaction product. The product is: [OH:7][P:5]([O-:9])([OH:8])=[O:6].[OH:14][P:12]([O-:16])([O-:15])=[O:13].[Na+:2].[Na+:2].[Na+:2].[Cl-:1].[Cl-:1].[K+:4].[K+:4]. (6) Given the reactants [C:1]([C:4]1[CH:9]=[CH:8][C:7]([S:10]([NH:13][CH2:14][C:15]([OH:17])=[O:16])(=[O:12])=[O:11])=[CH:6][CH:5]=1)(=[O:3])[CH3:2].[CH3:18][O:19][C:20]1[CH:27]=[C:26]([O:28][CH3:29])[C:25]([N:30]2[CH2:34][CH2:33][CH2:32][CH2:31]2)=[CH:24][C:21]=1[CH:22]=O.C[O-].[Li+], predict the reaction product. The product is: [CH3:18][O:19][C:20]1[CH:27]=[C:26]([O:28][CH3:29])[C:25]([N:30]2[CH2:34][CH2:33][CH2:32][CH2:31]2)=[CH:24][C:21]=1/[CH:22]=[CH:2]/[C:1]([C:4]1[CH:9]=[CH:8][C:7]([S:10]([NH:13][CH2:14][C:15]([OH:17])=[O:16])(=[O:12])=[O:11])=[CH:6][CH:5]=1)=[O:3]. (7) Given the reactants C(=O)([O-])[O-].[Cs+].[Cs+].C[C:8]1([CH3:48])[C:34]2[C:29](=[C:30](P(C3C=CC=CC=3)C3C=CC=CC=3)[CH:31]=[CH:32][CH:33]=2)OC2C(P(C3C=CC=CC=3)C3C=CC=CC=3)=[CH:12][CH:13]=[CH:14][C:9]1=2.[CH3:49][C:50]1([CH3:83])[C:63]2[CH:62]=[C:61]([C:64]3[CH:65]=[CH:66][C:67]4[N:68]([C:77]5[CH:82]=[CH:81][CH:80]=[CH:79][CH:78]=5)[C:69]5[C:74]([C:75]=4[CH:76]=3)=[CH:73][CH:72]=[CH:71][CH:70]=5)[CH:60]=[CH:59][C:58]=2[NH:57][C:56]2[C:51]1=[CH:52][CH:53]=[CH:54][CH:55]=2.BrC1C=CC(C2C=CC=CC=2)=CC=1, predict the reaction product. The product is: [C:34]1([C:8]2[CH:9]=[CH:14][CH:13]=[CH:12][CH:48]=2)[CH:33]=[CH:32][C:31]([N:57]2[C:56]3[C:51](=[CH:52][CH:53]=[CH:54][CH:55]=3)[C:50]([CH3:83])([CH3:49])[C:63]3[CH:62]=[C:61]([C:64]4[CH:65]=[CH:66][C:67]5[N:68]([C:77]6[CH:82]=[CH:81][CH:80]=[CH:79][CH:78]=6)[C:69]6[C:74]([C:75]=5[CH:76]=4)=[CH:73][CH:72]=[CH:71][CH:70]=6)[CH:60]=[CH:59][C:58]2=3)=[CH:30][CH:29]=1. (8) The product is: [CH2:22]([C:23]1[CH:28]=[CH:27][C:26]([NH:29][C:30]([C:7]2[C:8]([CH3:11])([CH3:12])[CH2:9][CH2:10][N:5]([C:1]([CH3:4])([CH3:3])[CH3:2])[CH:6]=2)=[O:31])=[CH:25][CH:24]=1)[C:19]1[CH:18]=[CH:17][C:16]([NH:13][C:14]([C:9]2[C:8]([CH3:12])([CH3:11])[CH2:7][CH2:6][N:5]([C:1]([CH3:4])([CH3:2])[CH3:3])[CH:10]=2)=[O:15])=[CH:21][CH:20]=1. Given the reactants [C:1]([N:5]1[CH:10]=[CH:9][C:8]([CH3:12])([CH3:11])[CH2:7][CH2:6]1)([CH3:4])([CH3:3])[CH3:2].[N:13]([C:16]1[CH:21]=[CH:20][C:19]([CH2:22][C:23]2[CH:28]=[CH:27][C:26]([N:29]=[C:30]=[O:31])=[CH:25][CH:24]=2)=[CH:18][CH:17]=1)=[C:14]=[O:15], predict the reaction product. (9) Given the reactants [CH:1]([C:4]1[CH:9]=[CH:8][C:7]([N:10]([CH2:26][C:27]2[CH:28]=[N:29][NH:30][CH:31]=2)[C:11]([CH:13]2[C:22]3[C:17](=[C:18]([N+:23]([O-:25])=[O:24])[CH:19]=[CH:20][CH:21]=3)[O:16][CH2:15][CH2:14]2)=[O:12])=[CH:6][CH:5]=1)([CH3:3])[CH3:2].[CH2:32](I)[CH3:33], predict the reaction product. The product is: [CH2:32]([N:29]1[CH:28]=[C:27]([CH2:26][N:10]([C:7]2[CH:6]=[CH:5][C:4]([CH:1]([CH3:3])[CH3:2])=[CH:9][CH:8]=2)[C:11]([CH:13]2[C:22]3[C:17](=[C:18]([N+:23]([O-:25])=[O:24])[CH:19]=[CH:20][CH:21]=3)[O:16][CH2:15][CH2:14]2)=[O:12])[CH:31]=[N:30]1)[CH3:33]. (10) Given the reactants [NH2:1][C:2]1[C:3]([C:19](N(OC)C)=[O:20])=[N:4][C:5]([N:8]2[CH2:13][CH2:12][N:11]([S:14]([CH2:17][CH3:18])(=[O:16])=[O:15])[CH2:10][CH2:9]2)=[CH:6][N:7]=1.[CH3:25][Mg+].[Br-], predict the reaction product. The product is: [NH2:1][C:2]1[C:3]([C:19](=[O:20])[CH3:25])=[N:4][C:5]([N:8]2[CH2:9][CH2:10][N:11]([S:14]([CH2:17][CH3:18])(=[O:15])=[O:16])[CH2:12][CH2:13]2)=[CH:6][N:7]=1.